From a dataset of Forward reaction prediction with 1.9M reactions from USPTO patents (1976-2016). Predict the product of the given reaction. (1) Given the reactants [NH2:1][C:2]1([C:8]([OH:10])=[O:9])[CH2:7][CH2:6][CH2:5][CH2:4][CH2:3]1.[C:11]([Cl:14])(=O)C, predict the reaction product. The product is: [ClH:14].[CH3:11][O:9][C:8]([C:2]1([NH2:1])[CH2:7][CH2:6][CH2:5][CH2:4][CH2:3]1)=[O:10]. (2) Given the reactants [CH2:1]([C:5]1[CH:10]=[CH:9][C:8](B(O)O)=[CH:7][CH:6]=1)[CH2:2][CH2:3][CH3:4].[CH3:14][O:15][C:16](=[O:35])[C:17]1[CH:22]=[C:21]([S:23](=[O:33])(=[O:32])[NH:24][C:25]2[CH:30]=[CH:29][C:28](Br)=[CH:27][CH:26]=2)[CH:20]=[CH:19][C:18]=1[CH3:34].C(=O)([O-])[O-].[K+].[K+], predict the reaction product. The product is: [CH3:14][O:15][C:16](=[O:35])[C:17]1[CH:22]=[C:21]([S:23](=[O:33])(=[O:32])[NH:24][C:25]2[CH:30]=[CH:29][C:28]([C:8]3[CH:9]=[CH:10][C:5]([CH2:1][CH2:2][CH2:3][CH3:4])=[CH:6][CH:7]=3)=[CH:27][CH:26]=2)[CH:20]=[CH:19][C:18]=1[CH3:34]. (3) Given the reactants [Br:1][C:2]1[N:6]2[CH:7]=[C:8]([C:11]([NH:13][C:14]3[CH:19]=[CH:18][C:17]([F:20])=[C:16]([F:21])[CH:15]=3)=[O:12])[N:9]=[CH:10][C:5]2=[N:4][CH:3]=1.[H-].[Na+].I[CH3:25], predict the reaction product. The product is: [Br:1][C:2]1[N:6]2[CH:7]=[C:8]([C:11]([N:13]([C:14]3[CH:19]=[CH:18][C:17]([F:20])=[C:16]([F:21])[CH:15]=3)[CH3:25])=[O:12])[N:9]=[CH:10][C:5]2=[N:4][CH:3]=1. (4) Given the reactants [Cl:1][C:2]1[CH:3]=[CH:4][C:5]([C:8]([F:12])([F:11])[CH2:9][OH:10])=[N:6][CH:7]=1.CCN(C(C)C)C(C)C.[O:22](S(C(F)(F)F)(=O)=O)[S:23]([C:26]([F:29])([F:28])[F:27])(=O)=[O:24], predict the reaction product. The product is: [F:27][C:26]([F:29])([F:28])[S:23]([O:10][CH2:9][C:8]([C:5]1[CH:4]=[CH:3][C:2]([Cl:1])=[CH:7][N:6]=1)([F:12])[F:11])(=[O:24])=[O:22]. (5) Given the reactants [ClH:1].Cl.Cl.Cl.[F:5][C:6]1[CH:11]=[CH:10][C:9]([CH:12]([N:34]2[CH2:39][CH2:38][N:37]([CH3:40])[CH2:36][CH2:35]2)[CH2:13][N:14]2[CH2:19][CH2:18][N:17]([CH2:20][CH2:21][CH2:22][CH2:23][C:24]3[C:33]4[C:28](=[CH:29][CH:30]=[CH:31][CH:32]=4)[CH:27]=[CH:26][CH:25]=3)[CH2:16][CH2:15]2)=[CH:8][CH:7]=1.CCCCCC.C(O)(C)C.C(NCC)C, predict the reaction product. The product is: [ClH:1].[F:5][C:6]1[CH:11]=[CH:10][C:9]([CH:12]([N:34]2[CH2:39][CH2:38][N:37]([CH3:40])[CH2:36][CH2:35]2)[CH2:13][N:14]2[CH2:19][CH2:18][N:17]([CH2:20][CH2:21][CH2:22][CH2:23][C:24]3[C:33]4[C:28](=[CH:29][CH:30]=[CH:31][CH:32]=4)[CH:27]=[CH:26][CH:25]=3)[CH2:16][CH2:15]2)=[CH:8][CH:7]=1. (6) Given the reactants [C:1]([O:5][C:6]([NH:8][C:9]1[O:10][CH2:11][C:12]2([C@H:22]3[CH2:23][N:24](C(OCC4C=CC=CC=4)=O)[CH2:25][CH2:26][C@@H:21]3[O:20][C:19]3[CH:18]=[CH:17][C:16]([C:37]4[C:38]([F:43])=[N:39][CH:40]=[CH:41][CH:42]=4)=[CH:15][C:14]2=3)[N:13]=1)=[O:7])([CH3:4])([CH3:3])[CH3:2], predict the reaction product. The product is: [F:43][C:38]1[C:37]([C:16]2[CH:17]=[CH:18][C:19]3[O:20][C@H:21]4[CH2:26][CH2:25][NH:24][CH2:23][C@@H:22]4[C:12]4([CH2:11][O:10][C:9]([NH:8][C:6](=[O:7])[O:5][C:1]([CH3:3])([CH3:2])[CH3:4])=[N:13]4)[C:14]=3[CH:15]=2)=[CH:42][CH:41]=[CH:40][N:39]=1.